Dataset: Catalyst prediction with 721,799 reactions and 888 catalyst types from USPTO. Task: Predict which catalyst facilitates the given reaction. (1) Reactant: [OH:1][C@H:2]([C@@:10]1([CH3:26])[O:15][CH2:14][CH2:13][N:12](CC2C=CC(OC)=CC=2)[C:11]1=[O:25])[C:3]([O:5][C:6]([CH3:9])([CH3:8])[CH3:7])=[O:4].C([O-])(O)=O.[Na+]. Product: [OH:1][C@H:2]([C@@:10]1([CH3:26])[O:15][CH2:14][CH2:13][NH:12][C:11]1=[O:25])[C:3]([O:5][C:6]([CH3:9])([CH3:7])[CH3:8])=[O:4]. The catalyst class is: 47. (2) Reactant: [Cl:1][C:2]1[CH:3]=[C:4]([N:9]2[C:13](=[O:14])[C@@:12]3([C@H:18]([C:19]4[CH:26]=[CH:25][C:22]([C:23]#[N:24])=[CH:21][CH:20]=4)[CH2:17][NH:16][CH2:15]3)[N:11]([CH3:27])[C:10]2=[O:28])[CH:5]=[C:6]([Cl:8])[CH:7]=1.Cl[S:30]([C:33]1[CH:34]=[C:35]([CH:39]=[CH:40][CH:41]=1)[C:36]([OH:38])=[O:37])(=[O:32])=[O:31].C(=O)(O)[O-].[Na+]. Product: [C:23]([C:22]1[CH:21]=[CH:20][C:19]([C@H:18]2[C@:12]3([N:11]([CH3:27])[C:10](=[O:28])[N:9]([C:4]4[CH:5]=[C:6]([Cl:8])[CH:7]=[C:2]([Cl:1])[CH:3]=4)[C:13]3=[O:14])[CH2:15][N:16]([S:30]([C:33]3[CH:34]=[C:35]([CH:39]=[CH:40][CH:41]=3)[C:36]([OH:38])=[O:37])(=[O:32])=[O:31])[CH2:17]2)=[CH:26][CH:25]=1)#[N:24]. The catalyst class is: 95.